Dataset: Full USPTO retrosynthesis dataset with 1.9M reactions from patents (1976-2016). Task: Predict the reactants needed to synthesize the given product. (1) Given the product [C:22]([C:6]1[CH:7]=[CH:8][CH:9]=[CH:10][C:5]=1[NH:4][C:1](=[O:3])[CH3:2])#[C:23][CH2:24][CH2:25][CH2:26][CH2:27][CH3:28], predict the reactants needed to synthesize it. The reactants are: [C:1]([NH:4][C:5]1[CH:10]=[CH:9][CH:8]=[CH:7][C:6]=1OS(C1C=CC(C)=CC=1)(=O)=O)(=[O:3])[CH3:2].[CH:22]#[C:23][CH2:24][CH2:25][CH2:26][CH2:27][CH3:28]. (2) Given the product [F:1][C:2]1[CH:7]=[CH:6][C:5]([C:8]2[C:10]([C:12]3[CH:17]=[CH:16][C:15]([F:18])=[CH:14][CH:13]=3)=[N:22][CH2:19][CH2:20][N:21]=2)=[CH:4][CH:3]=1, predict the reactants needed to synthesize it. The reactants are: [F:1][C:2]1[CH:7]=[CH:6][C:5]([C:8]([C:10]([C:12]2[CH:17]=[CH:16][C:15]([F:18])=[CH:14][CH:13]=2)=O)=O)=[CH:4][CH:3]=1.[CH2:19]([NH2:22])[CH2:20][NH2:21]. (3) Given the product [F:8][C:7]1[C:2](=[N:1][C:27](=[O:29])[CH3:28])[NH:3][C:4](=[O:20])[N:5]([S:9]([C:12]2[CH:13]=[CH:14][C:15]([O:18][CH3:19])=[CH:16][CH:17]=2)(=[O:10])=[O:11])[CH:6]=1, predict the reactants needed to synthesize it. The reactants are: [NH2:1][C:2]1[C:7]([F:8])=[CH:6][N:5]([S:9]([C:12]2[CH:17]=[CH:16][C:15]([O:18][CH3:19])=[CH:14][CH:13]=2)(=[O:11])=[O:10])[C:4](=[O:20])[N:3]=1.N1C=CC=CC=1.[C:27](OC(=O)C)(=[O:29])[CH3:28]. (4) Given the product [Br:1][C:2]1[N:3]=[C:4]([O:9][CH3:10])[C:5]([NH:8][S:19]([C:14]2[CH:15]=[CH:16][CH:17]=[CH:18][C:13]=2[C:11]#[N:12])(=[O:21])=[O:20])=[N:6][CH:7]=1, predict the reactants needed to synthesize it. The reactants are: [Br:1][C:2]1[N:3]=[C:4]([O:9][CH3:10])[C:5]([NH2:8])=[N:6][CH:7]=1.[C:11]([C:13]1[CH:18]=[CH:17][CH:16]=[CH:15][C:14]=1[S:19](Cl)(=[O:21])=[O:20])#[N:12]. (5) Given the product [S:1]([O:4][CH2:5][CH:6]([CH2:7][O:8][C:23]([C:32]1[CH:37]=[CH:36][CH:35]=[CH:34][CH:33]=1)([C:24]1[CH:29]=[CH:28][C:27]([O:30][CH3:31])=[CH:26][CH:25]=1)[C:22]1[CH:21]=[CH:20][C:19]([O:18][CH3:17])=[CH:40][CH:39]=1)[OH:9])([C:10]1[CH:11]=[CH:12][C:13]([CH3:14])=[CH:15][CH:16]=1)(=[O:2])=[O:3], predict the reactants needed to synthesize it. The reactants are: [S:1]([C:10]1[CH:16]=[CH:15][C:13]([CH3:14])=[CH:12][CH:11]=1)([O:4][CH2:5][CH:6]([OH:9])[CH2:7][OH:8])(=[O:3])=[O:2].[CH3:17][O:18][C:19]1[CH:40]=[CH:39][C:22]([C:23](Cl)([C:32]2[CH:37]=[CH:36][CH:35]=[CH:34][CH:33]=2)[C:24]2[CH:29]=[CH:28][C:27]([O:30][CH3:31])=[CH:26][CH:25]=2)=[CH:21][CH:20]=1.C([O-])(O)=O.[Na+]. (6) Given the product [F:1][C:2]1[CH:7]=[C:6]2[C:5](=[C:4]([N+:9]([O-:11])=[O:10])[CH:3]=1)[N:8]=[CH:20][CH:15]=[CH:16]2, predict the reactants needed to synthesize it. The reactants are: [F:1][C:2]1[CH:7]=[CH:6][C:5]([NH2:8])=[C:4]([N+:9]([O-:11])=[O:10])[CH:3]=1.[N+]([C:15]1[CH:20]=CC(O)=C[CH:16]=1)([O-])=O.S(=O)(=O)(O)O. (7) Given the product [NH2:1][C:2]1[N:6]([C:7]2[CH:12]=[CH:11][CH:10]=[CH:9][CH:8]=2)[N:5]=[C:4]([C:13]([O:15][CH2:16][CH3:17])=[O:14])[C:3]=1[CH2:18][NH:21][CH3:20], predict the reactants needed to synthesize it. The reactants are: [NH2:1][C:2]1[N:6]([C:7]2[CH:12]=[CH:11][CH:10]=[CH:9][CH:8]=2)[N:5]=[C:4]([C:13]([O:15][CH2:16][CH3:17])=[O:14])[C:3]=1[CH:18]=O.[CH3:20][NH2:21].C1COCC1.[BH4-].[Na+]. (8) Given the product [C:1]([C:5]1[CH:20]=[CH:19][CH:18]=[CH:17][C:6]=1[O:7][C:8]1[N:13]=[C:12]([NH:14][CH3:15])[CH:11]=[CH:10][C:9]=1[N:16]=[C:21]=[S:22])([CH3:4])([CH3:2])[CH3:3], predict the reactants needed to synthesize it. The reactants are: [C:1]([C:5]1[CH:20]=[CH:19][CH:18]=[CH:17][C:6]=1[O:7][C:8]1[N:13]=[C:12]([NH:14][CH3:15])[CH:11]=[CH:10][C:9]=1[NH2:16])([CH3:4])([CH3:3])[CH3:2].[C:21](C1NC=CN=1)(C1NC=CN=1)=[S:22]. (9) Given the product [F:1][C:2]1[CH:3]=[C:4]([CH:28]=[CH:29][C:30]=1[F:31])[C:5]([N:7]1[CH2:20][C:19]([CH3:22])([CH3:21])[C:18]2[C:17]3[CH:16]=[CH:15][CH:14]=[CH:13][C:12]=3[NH:11][C:10]=2[C:9]([C:23]([O:25][CH:26]([CH3:32])[CH3:27])=[O:24])=[CH:8]1)=[O:6], predict the reactants needed to synthesize it. The reactants are: [F:1][C:2]1[CH:3]=[C:4]([CH:28]=[CH:29][C:30]=1[F:31])[C:5]([N:7]1[CH2:20][C:19]([CH3:22])([CH3:21])[C:18]2[C:17]3[CH:16]=[CH:15][CH:14]=[CH:13][C:12]=3[NH:11][C:10]=2[CH:9]([C:23]([O:25][CH2:26][CH3:27])=[O:24])[CH2:8]1)=[O:6].[CH:32](O)(C)C.